Task: Regression. Given two drug SMILES strings and cell line genomic features, predict the synergy score measuring deviation from expected non-interaction effect.. Dataset: NCI-60 drug combinations with 297,098 pairs across 59 cell lines (1) Drug 1: C1=NC2=C(N1)C(=S)N=C(N2)N. Drug 2: C1CN(P(=O)(OC1)NCCCl)CCCl. Cell line: TK-10. Synergy scores: CSS=24.5, Synergy_ZIP=-8.81, Synergy_Bliss=-1.20, Synergy_Loewe=-25.1, Synergy_HSA=-2.14. (2) Drug 1: CS(=O)(=O)OCCCCOS(=O)(=O)C. Drug 2: C1C(C(OC1N2C=NC3=C2NC=NCC3O)CO)O. Cell line: NCI-H460. Synergy scores: CSS=3.30, Synergy_ZIP=-4.41, Synergy_Bliss=1.19, Synergy_Loewe=-1.79, Synergy_HSA=-2.19.